From a dataset of Full USPTO retrosynthesis dataset with 1.9M reactions from patents (1976-2016). Predict the reactants needed to synthesize the given product. Given the product [NH2:1][C:2]1[C:3]([I:29])=[CH:4][C:5]([O:15][C:16]2[CH:21]=[CH:20][C:19]([S:22]([CH2:25][CH3:26])(=[O:24])=[O:23])=[CH:18][CH:17]=2)=[C:6]([CH:8]2[N:12]([CH3:13])[C:11](=[O:14])[CH2:10][CH2:9]2)[CH:7]=1, predict the reactants needed to synthesize it. The reactants are: [NH2:1][C:2]1[CH:3]=[CH:4][C:5]([O:15][C:16]2[CH:21]=[CH:20][C:19]([S:22]([CH2:25][CH3:26])(=[O:24])=[O:23])=[CH:18][CH:17]=2)=[C:6]([CH:8]2[N:12]([CH3:13])[C:11](=[O:14])[CH2:10][CH2:9]2)[CH:7]=1.[I-].[K+].[I:29]([O-])(=O)=O.[K+].Cl.